Dataset: Reaction yield outcomes from USPTO patents with 853,638 reactions. Task: Predict the reaction yield, written as a fraction of the theoretical maximum amount of product (1.0 means a 100% yield; for example, 0.34 means a 34% yield). The yield is 0.710. The catalyst is CN(C=O)C. The reactants are [O:1]([C:8]1[CH:13]=[CH:12][C:11]([SH:14])=[CH:10][CH:9]=1)[C:2]1[CH:7]=[CH:6][CH:5]=[CH:4][CH:3]=1.[H-].[Na+].[C:17]([O:21][C:22]([N:24]1[CH2:28][CH2:27][CH2:26][C@@H:25]1[CH2:29]OS(C1C=CC(C)=CC=1)(=O)=O)=[O:23])([CH3:20])([CH3:19])[CH3:18]. The product is [C:17]([O:21][C:22]([N:24]1[CH2:28][CH2:27][CH2:26][C@@H:25]1[CH2:29][S:14][C:11]1[CH:12]=[CH:13][C:8]([O:1][C:2]2[CH:7]=[CH:6][CH:5]=[CH:4][CH:3]=2)=[CH:9][CH:10]=1)=[O:23])([CH3:20])([CH3:18])[CH3:19].